From a dataset of Reaction yield outcomes from USPTO patents with 853,638 reactions. Predict the reaction yield, written as a fraction of the theoretical maximum amount of product (1.0 means a 100% yield; for example, 0.34 means a 34% yield). (1) The reactants are [F:1][C:2]1[CH:16]=[CH:15][C:5]2[C:6]([CH:9]3[CH2:14][CH2:13][NH:12][CH2:11][CH2:10]3)=[N:7][O:8][C:4]=2[CH:3]=1.[C:17]([O:21][C:22]([NH:24][C@H:25]([C:29](O)=[O:30])[CH:26]([CH3:28])[CH3:27])=[O:23])([CH3:20])([CH3:19])[CH3:18]. No catalyst specified. The product is [C:17]([O:21][C:22](=[O:23])[NH:24][C@H:25]([C:29]([N:12]1[CH2:11][CH2:10][CH:9]([C:6]2[C:5]3[CH:15]=[CH:16][C:2]([F:1])=[CH:3][C:4]=3[O:8][N:7]=2)[CH2:14][CH2:13]1)=[O:30])[CH:26]([CH3:27])[CH3:28])([CH3:18])([CH3:20])[CH3:19]. The yield is 0.970. (2) The catalyst is C1COCC1. The reactants are [H-].[H-].[H-].[H-].[Li+].[Al+3].[C:7]([C@@H:11]1[NH:16][C:15](=O)[CH2:14][O:13][CH2:12]1)([CH3:10])([CH3:9])[CH3:8]. The product is [C:7]([C@H:11]1[CH2:12][O:13][CH2:14][CH2:15][NH:16]1)([CH3:10])([CH3:9])[CH3:8]. The yield is 0.970. (3) The product is [CH2:18]([O:17][C:14]1[CH:15]=[C:16]2[C:11]([CH:10]=[CH:9][N:8]=[C:7]2[NH:33][CH:27]2[CH2:32][CH2:31][CH2:30][CH2:29][CH2:28]2)=[CH:12][N:13]=1)[C:19]1[CH:24]=[CH:23][CH:22]=[CH:21][CH:20]=1. The yield is 0.620. The reactants are FC(F)(F)S(O[C:7]1[C:16]2[C:11](=[CH:12][N:13]=[C:14]([O:17][CH2:18][C:19]3[CH:24]=[CH:23][CH:22]=[CH:21][CH:20]=3)[CH:15]=2)[CH:10]=[CH:9][N:8]=1)(=O)=O.[CH:27]1([NH2:33])[CH2:32][CH2:31][CH2:30][CH2:29][CH2:28]1. The catalyst is CN1C(=O)CCC1. (4) The reactants are [C:1]([C:5]1[C:6]([O:35][CH3:36])=[C:7]([CH:24]=[C:25]([N:27]2[CH:32]=[CH:31][C:30](=[O:33])[NH:29][C:28]2=[O:34])[CH:26]=1)/[CH:8]=[CH:9]/[C:10]1[CH:18]=[CH:17][C:16]([NH:19][S:20]([CH3:23])(=[O:22])=[O:21])=[CH:15][C:11]=1[C:12](Cl)=[O:13])([CH3:4])([CH3:3])[CH3:2].[NH:37]1[CH:41]=[CH:40]N=N1.C(=O)([O-])[O-].[K+].[K+]. The catalyst is C1S(=O)(=O)CCC1. The product is [C:1]([C:5]1[C:6]([O:35][CH3:36])=[C:7]([CH:24]=[C:25]([N:27]2[CH:32]=[CH:31][C:30](=[O:33])[NH:29][C:28]2=[O:34])[CH:26]=1)/[CH:8]=[CH:9]/[C:10]1[CH:18]=[CH:17][C:16]([NH:19][S:20]([CH3:23])(=[O:22])=[O:21])=[CH:15][C:11]=1[C:12]1[O:13][CH:40]=[CH:41][N:37]=1)([CH3:4])([CH3:3])[CH3:2]. The yield is 0.460. (5) The reactants are [NH:1]1[CH2:6][CH2:5][O:4][CH2:3][C@H:2]1[CH2:7][OH:8].[Cl:9][CH2:10][CH:11]1[CH2:13]O1. No catalyst specified. The product is [Cl:9][CH2:10][CH:11]1[O:8][CH2:7][CH:2]2[CH2:3][O:4][CH2:5][CH2:6][N:1]2[CH2:13]1. The yield is 0.350. (6) The reactants are [C:1]([C:4]1[CH:5]=[C:6]([NH:10][CH:11]([C:23]2[CH:28]=[CH:27][CH:26]=[CH:25][CH:24]=2)[C:12]([O:14][C@@H:15]2[CH:20]3[CH2:21][CH2:22][N:17]([CH2:18][CH2:19]3)[CH2:16]2)=[O:13])[CH:7]=[CH:8][CH:9]=1)(=[O:3])[CH3:2].Br[CH2:30][C:31]([C:33]1[CH:38]=[CH:37][CH:36]=[CH:35][CH:34]=1)=[O:32]. The catalyst is C(OCC)(=O)C. The product is [CH:12]([O-:14])=[O:13].[C:1]([C:4]1[CH:5]=[C:6]([NH:10][CH:11]([C:23]2[CH:28]=[CH:27][CH:26]=[CH:25][CH:24]=2)[C:12]([O:14][C@@H:15]2[CH:20]3[CH2:19][CH2:18][N+:17]([CH2:30][C:31](=[O:32])[C:33]4[CH:38]=[CH:37][CH:36]=[CH:35][CH:34]=4)([CH2:22][CH2:21]3)[CH2:16]2)=[O:13])[CH:7]=[CH:8][CH:9]=1)(=[O:3])[CH3:2]. The yield is 0.400. (7) The reactants are C(O)(C(F)(F)F)=O.[CH3:8][C:9]1[C:10]2[N:11]([CH:15]=[C:16]([CH2:18][C@@H:19]3[CH2:24][CH2:23][CH2:22][CH2:21][N:20]3C(OC(C)(C)C)=O)[N:17]=2)[CH:12]=[CH:13][CH:14]=1. The catalyst is C(Cl)Cl. The product is [CH3:8][C:9]1[C:10]2[N:11]([CH:15]=[C:16]([CH2:18][C@@H:19]3[CH2:24][CH2:23][CH2:22][CH2:21][NH:20]3)[N:17]=2)[CH:12]=[CH:13][CH:14]=1. The yield is 0.850. (8) The reactants are [CH3:1][C:2]1[CH:7]=[CH:6][CH:5]=[C:4]([CH3:8])[C:3]=1[CH2:9][N:10]1[C:14]([C:15]([O:17][CH3:18])=[O:16])=[CH:13][C:12]([OH:19])=[N:11]1.N1C=CC=CC=1.[S:26](O[S:26]([C:29]([F:32])([F:31])[F:30])(=[O:28])=[O:27])([C:29]([F:32])([F:31])[F:30])(=[O:28])=[O:27]. The catalyst is C1(C)C=CC=CC=1. The product is [CH3:8][C:4]1[CH:5]=[CH:6][CH:7]=[C:2]([CH3:1])[C:3]=1[CH2:9][N:10]1[C:14]([C:15]([O:17][CH3:18])=[O:16])=[CH:13][C:12]([O:19][S:26]([C:29]([F:32])([F:31])[F:30])(=[O:28])=[O:27])=[N:11]1. The yield is 0.980. (9) The reactants are Cl[C:2]1[CH:11]=[CH:10][C:9]2[C:8](=[O:12])[CH2:7][CH2:6][CH2:5][C:4]=2[N:3]=1.[C:13]([C:15]1[CH:20]=[CH:19][CH:18]=[CH:17][CH:16]=1)#[CH:14]. The catalyst is C(N(CC)CC)C.[Pd].C1(P(C2C=CC=CC=2)C2C=CC=CC=2)C=CC=CC=1.C1(P(C2C=CC=CC=2)C2C=CC=CC=2)C=CC=CC=1.C1(P(C2C=CC=CC=2)C2C=CC=CC=2)C=CC=CC=1.C1(P(C2C=CC=CC=2)C2C=CC=CC=2)C=CC=CC=1. The product is [C:15]1([C:13]#[C:14][C:2]2[CH:11]=[CH:10][C:9]3[C:8](=[O:12])[CH2:7][CH2:6][CH2:5][C:4]=3[N:3]=2)[CH:20]=[CH:19][CH:18]=[CH:17][CH:16]=1. The yield is 0.150.